This data is from Full USPTO retrosynthesis dataset with 1.9M reactions from patents (1976-2016). The task is: Predict the reactants needed to synthesize the given product. (1) Given the product [Cl:1][C:2]1[CH:3]=[CH:4][C:5]2[N:11]3[C:12]([C:15]([F:18])([F:17])[F:16])=[N:13][N:14]=[C:10]3[C@@H:9]([CH2:19][C:20]([N:34]3[CH2:39][CH2:38][CH:37]([CH2:40][C:41]([O:43][CH2:44][CH3:45])=[O:42])[CH2:36][CH2:35]3)=[O:21])[S:8][C@H:7]([C:23]3[CH:28]=[CH:27][CH:26]=[C:25]([O:29][CH3:30])[C:24]=3[O:31][CH3:32])[C:6]=2[CH:33]=1, predict the reactants needed to synthesize it. The reactants are: [Cl:1][C:2]1[CH:3]=[CH:4][C:5]2[N:11]3[C:12]([C:15]([F:18])([F:17])[F:16])=[N:13][N:14]=[C:10]3[C@@H:9]([CH2:19][C:20](O)=[O:21])[S:8][C@H:7]([C:23]3[CH:28]=[CH:27][CH:26]=[C:25]([O:29][CH3:30])[C:24]=3[O:31][CH3:32])[C:6]=2[CH:33]=1.[NH:34]1[CH2:39][CH2:38][CH:37]([CH2:40][C:41]([O:43][CH2:44][CH3:45])=[O:42])[CH2:36][CH2:35]1.Cl.C(N=C=NCCCN(C)C)C.O.ON1C2C=CC=CC=2N=N1. (2) Given the product [C:1]([NH:8][C@@H:9]([C:13]([NH2:17])=[O:15])[CH:10]([CH3:12])[CH3:11])([O:3][C:4]([CH3:7])([CH3:6])[CH3:5])=[O:2], predict the reactants needed to synthesize it. The reactants are: [C:1]([NH:8][C@@H:9]([C:13]([OH:15])=O)[CH:10]([CH3:12])[CH3:11])([O:3][C:4]([CH3:7])([CH3:6])[CH3:5])=[O:2].C[N:17]1CCOCC1.ClC(OCC(C)C)=O.[NH4+].[OH-]. (3) Given the product [NH2:16][C:12]1[CH:11]=[C:10]([N:7]2[CH2:8][CH2:9][N:4]([CH:1]([CH3:2])[CH3:3])[CH2:5][C:6]2=[O:19])[CH:15]=[CH:14][CH:13]=1, predict the reactants needed to synthesize it. The reactants are: [CH:1]([N:4]1[CH2:9][CH2:8][N:7]([C:10]2[CH:15]=[CH:14][CH:13]=[C:12]([N+:16]([O-])=O)[CH:11]=2)[C:6](=[O:19])[CH2:5]1)([CH3:3])[CH3:2].[H][H]. (4) Given the product [F:1][C:2]1[CH:7]=[CH:6][C:5]([CH2:8][C:9](=[O:10])[CH2:4][CH2:3][CH:2]=[CH2:7])=[CH:4][CH:3]=1, predict the reactants needed to synthesize it. The reactants are: [F:1][C:2]1[CH:7]=[CH:6][C:5]([CH2:8][C:9](Cl)=[O:10])=[CH:4][CH:3]=1.